From a dataset of Peptide-MHC class I binding affinity with 185,985 pairs from IEDB/IMGT. Regression. Given a peptide amino acid sequence and an MHC pseudo amino acid sequence, predict their binding affinity value. This is MHC class I binding data. (1) The peptide sequence is SYLIRALTL. The MHC is HLA-A02:17 with pseudo-sequence HLA-A02:17. The binding affinity (normalized) is 0.495. (2) The peptide sequence is RPQLWRYRW. The MHC is HLA-A02:03 with pseudo-sequence HLA-A02:03. The binding affinity (normalized) is 0.0847. (3) The peptide sequence is EPVDPRLEPW. The MHC is HLA-B44:02 with pseudo-sequence HLA-B44:02. The binding affinity (normalized) is 0.0587. (4) The peptide sequence is LIKFISDNKK. The MHC is HLA-A68:01 with pseudo-sequence HLA-A68:01. The binding affinity (normalized) is 0.644.